Task: Predict the reactants needed to synthesize the given product.. Dataset: Full USPTO retrosynthesis dataset with 1.9M reactions from patents (1976-2016) (1) The reactants are: C(O[C:5]1[CH:10]=[C:9]([C:11](=[O:13])[CH3:12])[C:8]([OH:14])=[C:7](C)[C:6]=1C)(=O)C.[C:17]1(=O)CCC1.N1CCCC1. Given the product [CH:5]1[CH:6]=[CH:7][C:8]2[O:14][CH2:17][CH2:12][C:11](=[O:13])[C:9]=2[CH:10]=1, predict the reactants needed to synthesize it. (2) Given the product [C:43]([OH:50])(=[O:49])/[CH:44]=[CH:45]\[C:46]([OH:48])=[O:47].[C:43]([OH:50])(=[O:49])/[CH:44]=[CH:45]\[C:46]([OH:48])=[O:47].[C:43]([OH:50])(=[O:49])/[CH:44]=[CH:45]\[C:46]([OH:48])=[O:47].[NH2:1][C:2]1[C:3]2[C:10]([C:11]3[CH:16]=[CH:15][C:14]([NH:17][C:18](=[O:27])[O:19][CH2:20][C:21]4[CH:22]=[CH:23][CH:24]=[CH:25][CH:26]=4)=[C:13]([O:28][CH3:29])[CH:12]=3)=[CH:9][N:8]([C@H:30]3[CH2:31][CH2:32][C@@H:33]([N:36]4[CH2:37][CH2:38][N:39]([CH3:42])[CH2:40][CH2:41]4)[CH2:34][CH2:35]3)[C:4]=2[N:5]=[CH:6][N:7]=1, predict the reactants needed to synthesize it. The reactants are: [NH2:1][C:2]1[C:3]2[C:10]([C:11]3[CH:16]=[CH:15][C:14]([NH:17][C:18](=[O:27])[O:19][CH2:20][C:21]4[CH:26]=[CH:25][CH:24]=[CH:23][CH:22]=4)=[C:13]([O:28][CH3:29])[CH:12]=3)=[CH:9][N:8]([C@H:30]3[CH2:35][CH2:34][C@H:33]([N:36]4[CH2:41][CH2:40][N:39]([CH3:42])[CH2:38][CH2:37]4)[CH2:32][CH2:31]3)[C:4]=2[N:5]=[CH:6][N:7]=1.[C:43]([OH:50])(=[O:49])/[CH:44]=[CH:45]\[C:46]([OH:48])=[O:47]. (3) Given the product [F:16][C:17]1[C:22]([C:23]([F:24])([F:25])[F:26])=[CH:21][CH:20]=[CH:19][C:18]=1[C:2]1[CH:7]=[CH:6][N:5]=[C:4]([C:8]#[N:9])[CH:3]=1, predict the reactants needed to synthesize it. The reactants are: Cl[C:2]1[CH:7]=[CH:6][N:5]=[C:4]([C:8]#[N:9])[CH:3]=1.C(=O)([O-])[O-].[K+].[K+].[F:16][C:17]1[C:22]([C:23]([F:26])([F:25])[F:24])=[CH:21][CH:20]=[CH:19][C:18]=1B(O)O.[Cl-].[NH4+]. (4) Given the product [NH2:1][C@H:4]1[CH2:5][CH2:6][C@H:7]([CH2:10][C:11]([OH:13])=[O:12])[CH2:8][CH2:9]1, predict the reactants needed to synthesize it. The reactants are: [N+:1]([C:4]1[CH:9]=[CH:8][C:7]([CH2:10][C:11]([OH:13])=[O:12])=[CH:6][CH:5]=1)([O-])=O.[OH-].[Na+]. (5) The reactants are: N1C(Cl)=NC(Cl)=NC=1Cl.[O:10]=[C:11]1[N:16]([C:17]2[CH:22]=[CH:21][CH:20]=[CH:19][CH:18]=2)[C:15]2[S:23][C:24]([C:32]([NH2:34])=O)=[C:25]([C:26]3[CH:31]=[CH:30][CH:29]=[CH:28][CH:27]=3)[C:14]=2[CH:13]=[CH:12]1.O. Given the product [O:10]=[C:11]1[N:16]([C:17]2[CH:18]=[CH:19][CH:20]=[CH:21][CH:22]=2)[C:15]2[S:23][C:24]([C:32]#[N:34])=[C:25]([C:26]3[CH:31]=[CH:30][CH:29]=[CH:28][CH:27]=3)[C:14]=2[CH:13]=[CH:12]1, predict the reactants needed to synthesize it.